This data is from Reaction yield outcomes from USPTO patents with 853,638 reactions. The task is: Predict the reaction yield, written as a fraction of the theoretical maximum amount of product (1.0 means a 100% yield; for example, 0.34 means a 34% yield). (1) The reactants are C(OC([N:8]1[CH2:13][CH2:12][CH2:11][C:10](=[CH:14][CH3:15])[CH2:9]1)=O)(C)(C)C.[ClH:16].O1CCOCC1. No catalyst specified. The product is [ClH:16].[CH:14](=[C:10]1[CH2:11][CH2:12][CH2:13][NH:8][CH2:9]1)[CH3:15]. The yield is 0.780. (2) The reactants are [C:1]([C:5]1[C:6]([O:17][CH3:18])=[C:7]([CH:10]=[C:11]([C:13]([CH3:16])([CH3:15])[CH3:14])[CH:12]=1)[CH:8]=[O:9])([CH3:4])([CH3:3])[CH3:2].Cl.[C:20]([O:23][CH2:24][CH3:25])(=[O:22])[CH3:21]. The catalyst is O1CCCC1. The product is [C:1]([C:5]1[C:6]([O:17][CH3:18])=[C:7]([CH:8]([OH:9])[CH2:21][C:20]([O:23][CH2:24][CH3:25])=[O:22])[CH:10]=[C:11]([C:13]([CH3:16])([CH3:15])[CH3:14])[CH:12]=1)([CH3:4])([CH3:2])[CH3:3]. The yield is 0.860.